From a dataset of Peptide-MHC class II binding affinity with 134,281 pairs from IEDB. Regression. Given a peptide amino acid sequence and an MHC pseudo amino acid sequence, predict their binding affinity value. This is MHC class II binding data. (1) The peptide sequence is VENTEKALNVYYEIGKILSR. The MHC is DRB1_0101 with pseudo-sequence DRB1_0101. The binding affinity (normalized) is 1.00. (2) The peptide sequence is REYPTIKQKKPDFIL. The binding affinity (normalized) is 0. The MHC is HLA-DQA10102-DQB10501 with pseudo-sequence HLA-DQA10102-DQB10501. (3) The peptide sequence is YGNGILVGDNSFVSA. The MHC is DRB1_1301 with pseudo-sequence DRB1_1301. The binding affinity (normalized) is 0.348. (4) The peptide sequence is CFHEFLSSKLNKFVS. The MHC is DRB1_0404 with pseudo-sequence DRB1_0404. The binding affinity (normalized) is 0.252.